This data is from Full USPTO retrosynthesis dataset with 1.9M reactions from patents (1976-2016). The task is: Predict the reactants needed to synthesize the given product. (1) Given the product [F:33][C:2]([F:1])([F:32])[C:3]([C:12]1[CH:28]=[CH:27][C:15]([O:16][C:17]2[CH:22]=[CH:21][C:20]([C:23](=[O:25])[CH3:24])=[CH:19][C:18]=2[I:26])=[C:14]([CH2:29][CH2:30][CH3:31])[CH:13]=1)([O:8][CH2:9][O:10][CH3:11])[C:4]([F:7])([F:6])[F:5], predict the reactants needed to synthesize it. The reactants are: [F:1][C:2]([F:33])([F:32])[C:3]([C:12]1[CH:28]=[CH:27][C:15]([O:16][C:17]2[CH:22]=[CH:21][C:20]([CH:23]([OH:25])[CH3:24])=[CH:19][C:18]=2[I:26])=[C:14]([CH2:29][CH2:30][CH3:31])[CH:13]=1)([O:8][CH2:9][O:10][CH3:11])[C:4]([F:7])([F:6])[F:5]. (2) Given the product [F:1][C:2]1[CH:3]=[CH:4][C:5]([CH2:8][C:10]2[S:11][CH:12]=[CH:13][C:14]=2[CH2:15][CH2:16][N:17]2[CH2:18][CH2:19][CH2:20][CH2:21]2)=[CH:6][CH:7]=1, predict the reactants needed to synthesize it. The reactants are: [F:1][C:2]1[CH:7]=[CH:6][C:5]([CH:8]([C:10]2[S:11][CH:12]=[CH:13][C:14]=2[CH2:15][CH2:16][N:17]2[CH2:21][CH2:20][CH2:19][CH2:18]2)O)=[CH:4][CH:3]=1.C[Si](I)(C)C.[I-].[Na+].Cl[Si](C)(C)C.[OH-].[Na+].